Task: Predict which catalyst facilitates the given reaction.. Dataset: Catalyst prediction with 721,799 reactions and 888 catalyst types from USPTO (1) Reactant: [NH2:1][C:2]1[CH:3]=[C:4]([CH:17]=[CH:18][C:19]=1C)[C:5]([NH:7][C:8]1[CH:13]=[CH:12][CH:11]=[C:10]([CH:14]([CH3:16])[CH3:15])[CH:9]=1)=[O:6].Cl[C:22]1[C:27]([C:28]2[CH:33]=[CH:32][N:31]=[CH:30][N:29]=2)=[CH:26][CH:25]=[CH:24][N:23]=1.N(CC)(CC)CC.FC(C(O)=O)(F)F. Product: [CH3:16][CH:14]([C:10]1[CH:9]=[C:8]([NH:7][C:5](=[O:6])[C:4]2[CH:17]=[CH:18][CH:19]=[C:2]([NH:1][C:22]3[C:27]([C:28]4[CH:33]=[CH:32][N:31]=[CH:30][N:29]=4)=[CH:26][CH:25]=[CH:24][N:23]=3)[CH:3]=2)[CH:13]=[CH:12][CH:11]=1)[CH3:15]. The catalyst class is: 16. (2) Reactant: [OH:1][C:2]1([C:21]2[CH:26]=[CH:25][CH:24]=[CH:23][CH:22]=2)[CH2:7][CH2:6][N:5]([C:8]2[CH:20]=[CH:19][C:11]([C:12]([O:14]C(C)(C)C)=[O:13])=[CH:10][CH:9]=2)[CH2:4][CH2:3]1. Product: [OH:1][C:2]1([C:21]2[CH:26]=[CH:25][CH:24]=[CH:23][CH:22]=2)[CH2:3][CH2:4][N:5]([C:8]2[CH:20]=[CH:19][C:11]([C:12]([OH:14])=[O:13])=[CH:10][CH:9]=2)[CH2:6][CH2:7]1. The catalyst class is: 67. (3) Reactant: [Br:1][C:2]1[CH:3]=[C:4]2[CH2:10][CH2:9][N:8]([Si:11]([C:14]([CH3:17])([CH3:16])[CH3:15])([CH3:13])[CH3:12])[C:5]2=[N:6][CH:7]=1.ClC1C(=O)C(C#N)=C(C#N)C(=O)C=1Cl. Product: [Br:1][C:2]1[CH:3]=[C:4]2[CH:10]=[CH:9][N:8]([Si:11]([C:14]([CH3:17])([CH3:16])[CH3:15])([CH3:12])[CH3:13])[C:5]2=[N:6][CH:7]=1. The catalyst class is: 503. (4) Reactant: [C:1]([C:3]1[S:4][C:5]2[C:11]([C:12]#[N:13])=[C:10](/[N:14]=[CH:15]/[N:16](C)C)[CH:9]=[CH:8][C:6]=2[N:7]=1)#[N:2].[Br:19][C:20]1[CH:26]=[CH:25][C:23](N)=[C:22]([F:27])[CH:21]=1.[K+].[Br-]. Product: [Br:19][C:20]1[CH:26]=[CH:25][C:23]([NH:13][C:12]2[C:11]3[C:10](=[CH:9][CH:8]=[C:6]4[N:7]=[C:3]([C:1]#[N:2])[S:4][C:5]4=3)[N:14]=[CH:15][N:16]=2)=[C:22]([F:27])[CH:21]=1. The catalyst class is: 91. (5) Reactant: [I:1][C:2]1[CH:10]=[C:9]([O:11][CH3:12])[C:8]([O:13][CH3:14])=[CH:7][C:3]=1[C:4]([OH:6])=O.Cl.[NH2:16][CH2:17][C:18]([O:20][CH2:21][CH3:22])=[O:19].CCN=C=NCCCN(C)C.C1C=CC2N(O)N=NC=2C=1.CCN(CC)CC. Product: [I:1][C:2]1[CH:10]=[C:9]([O:11][CH3:12])[C:8]([O:13][CH3:14])=[CH:7][C:3]=1[C:4]([NH:16][CH2:17][C:18]([O:20][CH2:21][CH3:22])=[O:19])=[O:6]. The catalyst class is: 2. (6) Reactant: [C:1]([O:9]CC)(=O)[CH2:2][C:3]([O:5][CH2:6][CH3:7])=[O:4].CC[O-].[Na+].C([O:18][C:19]([C:21]1[C:25]([NH2:26])=[N:24][N:23]([CH2:27][C:28]2[CH:33]=[CH:32][C:31]([O:34][CH3:35])=[CH:30][CH:29]=2)[CH:22]=1)=O)C. Product: [CH2:6]([O:5][C:3]([C:2]1[C:1]([OH:9])=[N:26][C:25]2=[N:24][N:23]([CH2:27][C:28]3[CH:33]=[CH:32][C:31]([O:34][CH3:35])=[CH:30][CH:29]=3)[CH:22]=[C:21]2[C:19]=1[OH:18])=[O:4])[CH3:7]. The catalyst class is: 14. (7) Reactant: [H-].[Na+].[O:3]1[CH2:8][CH2:7][CH:6]([OH:9])[CH2:5][CH2:4]1.Cl[C:11]1[C:16]([N+:17]([O-:19])=[O:18])=[CH:15][CH:14]=[C:13]([Cl:20])[N:12]=1. Product: [Cl:20][C:13]1[N:12]=[C:11]([O:9][CH:6]2[CH2:7][CH2:8][O:3][CH2:4][CH2:5]2)[C:16]([N+:17]([O-:19])=[O:18])=[CH:15][CH:14]=1. The catalyst class is: 387.